This data is from Reaction yield outcomes from USPTO patents with 853,638 reactions. The task is: Predict the reaction yield, written as a fraction of the theoretical maximum amount of product (1.0 means a 100% yield; for example, 0.34 means a 34% yield). (1) The reactants are [Br:1][C:2]1[S:6][C:5]([S:7](Cl)(=[O:9])=[O:8])=[CH:4][CH:3]=1.C(N(CC)CC)C.[CH3:18][N:19]([CH3:23])[CH2:20][CH2:21][NH2:22]. The catalyst is C1COCC1. The product is [CH3:18][N:19]([CH3:23])[CH2:20][CH2:21][NH:22][S:7]([C:5]1[S:6][C:2]([Br:1])=[CH:3][CH:4]=1)(=[O:9])=[O:8]. The yield is 0.970. (2) The reactants are [O:1]([C:8]1[CH:13]=[CH:12][C:11]([CH2:14][C:15](Cl)=[N:16][OH:17])=[CH:10][N:9]=1)[C:2]1[CH:7]=[CH:6][CH:5]=[CH:4][CH:3]=1.[C:19]([C:21]1[C:22]([NH2:28])=[N:23][C:24]([NH2:27])=[CH:25][CH:26]=1)#[CH:20].C(N(CC)CC)C. The catalyst is O1CCCC1. The product is [O:1]([C:8]1[N:9]=[CH:10][C:11]([CH2:14][C:15]2[CH:20]=[C:19]([C:21]3[C:22]([NH2:28])=[N:23][C:24]([NH2:27])=[CH:25][CH:26]=3)[O:17][N:16]=2)=[CH:12][CH:13]=1)[C:2]1[CH:7]=[CH:6][CH:5]=[CH:4][CH:3]=1. The yield is 0.970. (3) The yield is 0.744. The product is [OH:18][CH2:17][CH:16]([O:15][NH:14][C:12](=[O:13])[O:11][C:7]([CH3:10])([CH3:9])[CH3:8])[CH3:22]. The reactants are [H-].[H-].[H-].[H-].[Li+].[Al+3].[C:7]([O:11][C:12]([NH:14][O:15][CH:16]([CH3:22])[C:17](OCC)=[O:18])=[O:13])([CH3:10])([CH3:9])[CH3:8]. The catalyst is C1COCC1. (4) The reactants are [CH3:1][O:2][C:3](=[O:27])[CH2:4][CH2:5][CH2:6][CH2:7][CH2:8][CH2:9][C:10]([NH:12][C:13]1[S:14][CH:15]=[C:16]([C:18]2[CH:23]=[CH:22][CH:21]=[C:20]([N+:24]([O-])=O)[CH:19]=2)[N:17]=1)=[O:11]. The catalyst is CCO.CC(O)=O.[Pd]. The product is [CH3:1][O:2][C:3](=[O:27])[CH2:4][CH2:5][CH2:6][CH2:7][CH2:8][CH2:9][C:10]([NH:12][C:13]1[S:14][CH:15]=[C:16]([C:18]2[CH:23]=[CH:22][CH:21]=[C:20]([NH2:24])[CH:19]=2)[N:17]=1)=[O:11]. The yield is 0.724. (5) The reactants are [CH2:1]([O:8][C:9]1[C:10]([F:29])=[C:11]([C:15]2[N:16]=[C:17]([CH:25]3[CH2:28][CH2:27][CH2:26]3)[N:18]3[CH:23]=[CH:22][N:21]=[C:20](Cl)[C:19]=23)[CH:12]=[CH:13][CH:14]=1)[C:2]1[CH:7]=[CH:6][CH:5]=[CH:4][CH:3]=1.[NH3:30]. The catalyst is C(Cl)Cl.CC(O)C. The product is [NH2:30][C:20]1[C:19]2[N:18]([C:17]([CH:25]3[CH2:28][CH2:27][CH2:26]3)=[N:16][C:15]=2[C:11]2[CH:12]=[CH:13][CH:14]=[C:9]([O:8][CH2:1][C:2]3[CH:7]=[CH:6][CH:5]=[CH:4][CH:3]=3)[C:10]=2[F:29])[CH:23]=[CH:22][N:21]=1. The yield is 0.750. (6) The reactants are C[Al](C)C.[CH:5]1([CH2:8][NH2:9])[CH2:7][CH2:6]1.[CH3:10][C:11]1[CH:20]=[CH:19][C:18]2[C:13](=[CH:14][CH:15]=[CH:16][C:17]=2[CH:21]2[CH2:26][CH2:25][N:24]([CH2:27][CH2:28][C:29]3[CH:38]=[CH:37][CH:36]=[C:35]4[C:30]=3[CH:31]=[CH:32][C:33]3[N:34]4[CH:39]=[N:40][C:41]=3[C:42](OCC)=[O:43])[CH2:23][CH2:22]2)[N:12]=1.[OH-].[Na+].[ClH:49]. The catalyst is C(Cl)Cl.CO.O. The product is [ClH:49].[ClH:49].[CH:5]1([CH2:8][NH:9][C:42]([C:41]2[N:40]=[CH:39][N:34]3[C:35]4[C:30](=[C:29]([CH2:28][CH2:27][N:24]5[CH2:23][CH2:22][CH:21]([C:17]6[CH:16]=[CH:15][CH:14]=[C:13]7[C:18]=6[CH:19]=[CH:20][C:11]([CH3:10])=[N:12]7)[CH2:26][CH2:25]5)[CH:38]=[CH:37][CH:36]=4)[CH:31]=[CH:32][C:33]=23)=[O:43])[CH2:7][CH2:6]1. The yield is 0.830.